From a dataset of Forward reaction prediction with 1.9M reactions from USPTO patents (1976-2016). Predict the product of the given reaction. (1) Given the reactants [O:1]1[C:5]2[CH:6]=[CH:7][CH:8]=[CH:9][C:4]=2[CH:3]=[C:2]1[C:10]([NH:12][C:13]1[S:14][CH:15]=[C:16](OS(C(F)(F)F)(=O)=O)[C:17]=1[C:18]([O:20]C(C)(C)C)=[O:19])=[O:11].[CH3:33][C:34]1[CH:39]=[CH:38][C:37](B(O)O)=[CH:36][C:35]=1[N+:43]([O-:45])=[O:44].C(=O)([O-])[O-].[Na+].[Na+].C(O)C, predict the reaction product. The product is: [O:1]1[C:5]2[CH:6]=[CH:7][CH:8]=[CH:9][C:4]=2[CH:3]=[C:2]1[C:10]([NH:12][C:13]1[S:14][CH:15]=[C:16]([C:37]2[CH:38]=[CH:39][C:34]([CH3:33])=[C:35]([N+:43]([O-:45])=[O:44])[CH:36]=2)[C:17]=1[C:18]([OH:20])=[O:19])=[O:11]. (2) Given the reactants I[C:2]1[CH:3]=[C:4]([N:8]2[C:12]3=[CH:13][N:14]=[C:15]([O:17][CH3:18])[CH:16]=[C:11]3[C:10]([C:19]([NH2:21])=[O:20])=[N:9]2)[CH:5]=[CH:6][CH:7]=1.[C:22]([C@:24]1([OH:31])[CH2:28][CH2:27][N:26]([CH3:29])[C:25]1=[O:30])#[CH:23], predict the reaction product. The product is: [OH:31][C@@:24]1([C:22]#[C:23][C:2]2[CH:3]=[C:4]([N:8]3[C:12]4=[CH:13][N:14]=[C:15]([O:17][CH3:18])[CH:16]=[C:11]4[C:10]([C:19]([NH2:21])=[O:20])=[N:9]3)[CH:5]=[CH:6][CH:7]=2)[CH2:28][CH2:27][N:26]([CH3:29])[C:25]1=[O:30]. (3) Given the reactants [CH3:1][C:2]1[S:30][C:5]2[O:6][C:7]3[CH:28]=[C:27]([CH3:29])[CH:26]=[CH:25][C:8]=3[N:9]=[C:10]([N:11]3[CH2:16][CH2:15][N:14]([CH2:17][C:18]([CH3:24])([CH3:23])[C:19]([O:21]C)=[O:20])[CH2:13][CH2:12]3)[C:4]=2[CH:3]=1.[OH-].[Na+].Cl, predict the reaction product. The product is: [CH3:1][C:2]1[S:30][C:5]2[O:6][C:7]3[CH:28]=[C:27]([CH3:29])[CH:26]=[CH:25][C:8]=3[N:9]=[C:10]([N:11]3[CH2:16][CH2:15][N:14]([CH2:17][C:18]([CH3:24])([CH3:23])[C:19]([OH:21])=[O:20])[CH2:13][CH2:12]3)[C:4]=2[CH:3]=1. (4) The product is: [NH2:24][C:10]1[CH:11]=[C:12]2[C:7](=[CH:8][CH:9]=1)[N:6]([CH2:5][C:4]1[CH:27]=[CH:28][CH:29]=[C:2]([Cl:1])[CH:3]=1)[C:18]1[CH:17]=[N:16][C:15]([C:19]([O:21][CH2:22][CH3:23])=[O:20])=[CH:14][C:13]2=1. Given the reactants [Cl:1][C:2]1[CH:3]=[C:4]([CH:27]=[CH:28][CH:29]=1)[CH2:5][N:6]1[C:18]2[CH:17]=[N:16][C:15]([C:19]([O:21][CH2:22][CH3:23])=[O:20])=[CH:14][C:13]=2[C:12]2[C:7]1=[CH:8][CH:9]=[C:10]([N+:24]([O-])=O)[CH:11]=2.C1COCC1.O.CN(C=O)C, predict the reaction product. (5) Given the reactants [CH2:1]([O:8][C:9]1[CH:17]=[CH:16][C:12]([C:13]([OH:15])=O)=[CH:11][CH:10]=1)[C:2]1[CH:7]=[CH:6][CH:5]=[CH:4][CH:3]=1.N=C=N.[NH:21]1[CH2:25][CH2:24][CH2:23][C@H:22]1[CH2:26][N:27]1[CH2:31][CH2:30][CH2:29][CH2:28]1, predict the reaction product. The product is: [CH2:1]([O:8][C:9]1[CH:10]=[CH:11][C:12]([C:13]([N:21]2[CH2:25][CH2:24][CH2:23][C@H:22]2[CH2:26][N:27]2[CH2:31][CH2:30][CH2:29][CH2:28]2)=[O:15])=[CH:16][CH:17]=1)[C:2]1[CH:3]=[CH:4][CH:5]=[CH:6][CH:7]=1.